Dataset: Forward reaction prediction with 1.9M reactions from USPTO patents (1976-2016). Task: Predict the product of the given reaction. (1) Given the reactants [H-].[Na+].[F:3][C:4]1[CH:5]=[C:6]2[C:10](=[CH:11][CH:12]=1)[NH:9][C:8](=O)[C:7]2=[O:14].[Cl:15][C:16]1[CH:27]=[C:20]2[C:21](OC(=O)[NH:25][C:19]2=[CH:18][CH:17]=1)=[O:22].CO, predict the reaction product. The product is: [Cl:15][C:16]1[CH:27]=[C:20]2[C:19](=[CH:18][CH:17]=1)[N:25]=[C:8]1[C:7](=[O:14])[C:6]3[C:10]([N:9]1[C:21]2=[O:22])=[CH:11][CH:12]=[C:4]([F:3])[CH:5]=3. (2) Given the reactants Br[C:2]1[CH:7]=[C:6]([CH2:8][CH3:9])[CH:5]=[CH:4][C:3]=1[O:10][CH3:11].[C:12]([O:16][C:17]([N:19]1[CH:23]=[CH:22][CH:21]=[C:20]1B(O)O)=[O:18])([CH3:15])([CH3:14])[CH3:13].C(=O)([O-])[O-].[Na+].[Na+], predict the reaction product. The product is: [C:12]([O:16][C:17]([N:19]1[CH:23]=[CH:22][CH:21]=[C:20]1[C:2]1[CH:7]=[C:6]([CH2:8][CH3:9])[CH:5]=[CH:4][C:3]=1[O:10][CH3:11])=[O:18])([CH3:15])([CH3:13])[CH3:14]. (3) Given the reactants C([O:3][C:4]([C:6]1[CH:50]=[CH:49][C:9]2[N:10]([CH:43]3[CH2:48][CH2:47][CH2:46][CH2:45][CH2:44]3)[C:11]([C:13]3[CH:14]=[C:15]4[C:20](=[CH:21][CH:22]=3)[N:19]=[C:18]([C:23]3[C:28]([C:29]5[CH:34]=[CH:33][C:32]([F:35])=[CH:31][CH:30]=5)=[CH:27][CH:26]=[C:25]([C:36]([N:38]5[CH2:42][CH2:41][CH2:40][CH2:39]5)=[O:37])[CH:24]=3)[CH:17]=[CH:16]4)=[N:12][C:8]=2[CH:7]=1)=[O:5])C.Cl, predict the reaction product. The product is: [CH:43]1([N:10]2[C:9]3[CH:49]=[CH:50][C:6]([C:4]([OH:5])=[O:3])=[CH:7][C:8]=3[N:12]=[C:11]2[C:13]2[CH:14]=[C:15]3[C:20](=[CH:21][CH:22]=2)[N:19]=[C:18]([C:23]2[C:28]([C:29]4[CH:34]=[CH:33][C:32]([F:35])=[CH:31][CH:30]=4)=[CH:27][CH:26]=[C:25]([C:36]([N:38]4[CH2:42][CH2:41][CH2:40][CH2:39]4)=[O:37])[CH:24]=2)[CH:17]=[CH:16]3)[CH2:44][CH2:45][CH2:46][CH2:47][CH2:48]1.